Task: Predict the product of the given reaction.. Dataset: Forward reaction prediction with 1.9M reactions from USPTO patents (1976-2016) (1) Given the reactants [N:1]12[CH2:8][CH2:7][CH:4]([CH2:5][CH2:6]1)[C@H:3]([NH:9][CH2:10][CH2:11][N:12]1[C:16]3[C:17]([C:21]([O-])=[O:22])=[CH:18][CH:19]=[CH:20][C:15]=3[N:14]=[CH:13]1)[CH2:2]2.[Li+].C(N(CC)C(C)C)(C)C.CCCP1(OP(CCC)(=O)OP(CCC)(=O)O1)=O, predict the reaction product. The product is: [N:1]12[CH2:8][CH2:7][CH:4]([CH2:5][CH2:6]1)[C@H:3]([N:9]1[C:21](=[O:22])[C:17]3[CH:18]=[CH:19][CH:20]=[C:15]4[N:14]=[CH:13][N:12]([C:16]=34)[CH2:11][CH2:10]1)[CH2:2]2. (2) Given the reactants O=C[C@@H]([C@H]([C@@H]([C@@H](CO)O)O)O)O.S([O-])([O-])(=O)=O.[NH4+].[NH4+].OP([O-])(O)=O.[K+].CC1[N+:31](CC2C=NC(C)=NC=2N)=CSC=1CCO.Cl.[Cl-].[OH:46][C:47]([CH2:49][CH2:50][CH2:51][CH2:52][C@H:53]1[C@@H:61]2[C@@H:56]([NH:57][C:58]([NH:60]2)=[O:59])[CH2:55][S:54]1)=[O:48].[OH-].[K+].[C:64](=[O:67])([O-:66])[O-].[Ca+2], predict the reaction product. The product is: [NH2:31][C@H:49]([C:47]([OH:46])=[O:48])[CH2:50][CH2:51][C:64]([OH:66])=[O:67].[OH:48][C:47]([CH2:49][CH2:50][CH2:51][CH2:52][C@H:53]1[C@@H:61]2[C@@H:56]([NH:57][C:58]([NH:60]2)=[O:59])[CH2:55][S:54]1)=[O:46]. (3) Given the reactants [F:1][C:2]1[CH:7]=[CH:6][C:5]([N:8]2[CH2:13][CH2:12][NH:11][CH2:10][C:9]2=[O:14])=[CH:4][CH:3]=1.Cl.CN(C)CCCN=C=NCC.[Cl:27][C:28]1[C:36]([C:37]([F:40])([F:39])[F:38])=[CH:35][CH:34]=[CH:33][C:29]=1[C:30](O)=[O:31].C(O)(=O)CC(CC(O)=O)(C(O)=O)O, predict the reaction product. The product is: [Cl:27][C:28]1[C:36]([C:37]([F:39])([F:40])[F:38])=[CH:35][CH:34]=[CH:33][C:29]=1[C:30]([N:11]1[CH2:12][CH2:13][N:8]([C:5]2[CH:4]=[CH:3][C:2]([F:1])=[CH:7][CH:6]=2)[C:9](=[O:14])[CH2:10]1)=[O:31]. (4) The product is: [C:17]([NH:25][C:26](=[O:27])[NH:1][C:2]1[S:6][C:5]([C:7]([O:9][C:10]([CH3:12])([CH3:11])[CH3:13])=[O:8])=[C:4]([CH3:14])[C:3]=1[C:15]#[N:16])(=[O:24])[C:18]1[CH:23]=[CH:22][CH:21]=[CH:20][CH:19]=1. Given the reactants [NH2:1][C:2]1[S:6][C:5]([C:7]([O:9][C:10]([CH3:13])([CH3:12])[CH3:11])=[O:8])=[C:4]([CH3:14])[C:3]=1[C:15]#[N:16].[C:17]([N:25]=[C:26]=[O:27])(=[O:24])[C:18]1[CH:23]=[CH:22][CH:21]=[CH:20][CH:19]=1, predict the reaction product. (5) The product is: [C:10]1([C:7]2[C:8]([NH2:9])=[N:21][CH:4]=[CH:5][C:6]=2[C:16]([F:19])([F:18])[F:17])[CH:15]=[CH:14][CH:13]=[CH:12][CH:11]=1. Given the reactants C(O[CH:4]=[CH:5][C:6](O)([C:16]([F:19])([F:18])[F:17])[CH:7]([C:10]1[CH:15]=[CH:14][CH:13]=[CH:12][CH:11]=1)[C:8]#[N:9])C.[NH3:21], predict the reaction product. (6) Given the reactants [CH3:1][C:2]1[CH:10]=[CH:9][C:8]([N:11]([CH3:20])[S:12]([C:15]2[S:16][CH:17]=[CH:18][CH:19]=2)(=[O:14])=[O:13])=[C:7]2[C:3]=1[CH:4]=[C:5]([C:21]1[S:22][CH:23]=[C:24]([C:26]([O:28]CC)=[O:27])[N:25]=1)[NH:6]2.[OH-].[K+], predict the reaction product. The product is: [CH3:1][C:2]1[CH:10]=[CH:9][C:8]([N:11]([CH3:20])[S:12]([C:15]2[S:16][CH:17]=[CH:18][CH:19]=2)(=[O:14])=[O:13])=[C:7]2[C:3]=1[CH:4]=[C:5]([C:21]1[S:22][CH:23]=[C:24]([C:26]([OH:28])=[O:27])[N:25]=1)[NH:6]2. (7) Given the reactants [CH2:1]([O:8][C:9]1[C:10]([C:36]([N:38]([CH2:42][CH2:43]O)[CH:39]([CH3:41])[CH3:40])=[O:37])=[N:11][C:12]([CH2:16][C:17]2([C:22]3[CH:27]=[C:26]([C:28]([F:31])([F:30])[F:29])[CH:25]=[C:24]([C:32]([F:35])([F:34])[F:33])[CH:23]=3)[CH2:21][CH2:20][CH2:19][CH2:18]2)=[N:13][C:14]=1[OH:15])[C:2]1[CH:7]=[CH:6][CH:5]=[CH:4][CH:3]=1.C(OC1C(=O)N=C(CC2(C3C=CC(C(F)(F)F)=CC=3)CCCC2)N2CCN(C(C)C)C(=O)C=12)C1C=CC=CC=1, predict the reaction product. The product is: [CH2:1]([O:8][C:9]1[C:14](=[O:15])[N:13]=[C:12]([CH2:16][C:17]2([C:22]3[CH:23]=[C:24]([C:32]([F:33])([F:35])[F:34])[CH:25]=[C:26]([C:28]([F:30])([F:31])[F:29])[CH:27]=3)[CH2:18][CH2:19][CH2:20][CH2:21]2)[N:11]2[CH2:43][CH2:42][N:38]([CH:39]([CH3:41])[CH3:40])[C:36](=[O:37])[C:10]=12)[C:2]1[CH:7]=[CH:6][CH:5]=[CH:4][CH:3]=1. (8) Given the reactants [CH2:1]([O:3][C:4]([C:6]1[C:7]2[O:14][C:13]([C:15](=[O:26])[NH:16][O:17][CH2:18][C@H:19]3[CH2:23][O:22][C:21]([CH3:25])([CH3:24])[O:20]3)=[C:12]([NH:27][C:28]3[CH:33]=[CH:32][C:31]([Si](C)(C)C)=[CH:30][C:29]=3[F:38])[C:8]=2[CH:9]=[N:10][CH:11]=1)=[O:5])[CH3:2].[I:39]Cl.S([O-])([O-])(=O)=S.[Na+].[Na+], predict the reaction product. The product is: [CH2:1]([O:3][C:4]([C:6]1[C:7]2[O:14][C:13]([C:15](=[O:26])[NH:16][O:17][CH2:18][C@H:19]3[CH2:23][O:22][C:21]([CH3:25])([CH3:24])[O:20]3)=[C:12]([NH:27][C:28]3[CH:33]=[CH:32][C:31]([I:39])=[CH:30][C:29]=3[F:38])[C:8]=2[CH:9]=[N:10][CH:11]=1)=[O:5])[CH3:2]. (9) Given the reactants C[O:2][C:3]1[CH:12]=[C:11]([CH3:13])[C:10]2[NH:9][C:8](=[O:14])[C:7]3[S:15][CH:16]=[CH:17][C:6]=3[C:5]=2[C:4]=1[C:18]1[CH:23]=[CH:22][C:21]([C@@H:24]([CH3:35])[CH2:25][N:26](C)C(=O)OC(C)(C)C)=[CH:20][CH:19]=1.B(Br)(Br)[Br:37], predict the reaction product. The product is: [BrH:37].[NH2:26][CH2:25][C@@H:24]([C:21]1[CH:20]=[CH:19][C:18]([C:4]2[C:5]3[C:6]4[CH:17]=[CH:16][S:15][C:7]=4[C:8](=[O:14])[NH:9][C:10]=3[C:11]([CH3:13])=[CH:12][C:3]=2[OH:2])=[CH:23][CH:22]=1)[CH3:35]. (10) Given the reactants [CH2:1]([O:5][CH2:6][CH2:7][CH2:8][CH3:9])[CH:2]1[O:4][CH2:3]1.[SH-:10].[Na+].[NH4+].[Cl-], predict the reaction product. The product is: [S:10]([CH2:3][CH:2]([OH:4])[CH2:1][O:5][CH2:6][CH2:7][CH2:8][CH3:9])[CH2:3][CH:2]([OH:4])[CH2:1][O:5][CH2:6][CH2:7][CH2:8][CH3:9].